Dataset: Reaction yield outcomes from USPTO patents with 853,638 reactions. Task: Predict the reaction yield, written as a fraction of the theoretical maximum amount of product (1.0 means a 100% yield; for example, 0.34 means a 34% yield). (1) The reactants are [CH3:1][C:2]1[CH:7]=[CH:6][CH:5]=[C:4]([CH3:8])[C:3]=1[C:9]#[C:10][CH2:11][OH:12]. The catalyst is O=[Pt]=O.CCO. The product is [CH3:1][C:2]1[CH:7]=[CH:6][CH:5]=[C:4]([CH3:8])[C:3]=1[CH2:9][CH2:10][CH2:11][OH:12]. The yield is 0.680. (2) The reactants are [ClH:1].C([S:5][CH:6]1[CH2:11][CH2:10][N:9]([CH:12]([C:18]2[CH:23]=[CH:22][CH:21]=[CH:20][C:19]=2[F:24])[C:13]([CH:15]2[CH2:17][CH2:16]2)=[O:14])[CH2:8]/[C:7]/1=[CH:25]\[C:26]1[N:27]=[N:28][N:29]([CH2:31][C:32]([O:34][CH3:35])=[O:33])[CH:30]=1)(=O)C.C(=O)([O-])[O-].[K+].[K+].C(#N)C. The catalyst is CO. The product is [ClH:1].[CH:15]1([C:13](=[O:14])[CH:12]([N:9]2[CH2:10][CH2:11][CH:6]([SH:5])/[C:7](=[CH:25]/[C:26]3[N:27]=[N:28][N:29]([CH2:31][C:32]([O:34][CH3:35])=[O:33])[CH:30]=3)/[CH2:8]2)[C:18]2[CH:23]=[CH:22][CH:21]=[CH:20][C:19]=2[F:24])[CH2:17][CH2:16]1. The yield is 0.470. (3) The reactants are [OH:1][C:2]1[CH:7]=[CH:6][C:5]([C:8]2([C:16]3[CH:17]=[C:18]([C:22]4[CH:27]=[CH:26][CH:25]=[C:24]([O:28][CH3:29])[CH:23]=4)[CH:19]=[CH:20][CH:21]=3)[NH:12][C:11](=[S:13])[N:10]([CH3:14])[C:9]2=[O:15])=[CH:4][CH:3]=1.C(N(CC)CC)C.[F:37][C:38]([F:51])([F:50])[S:39](O[S:39]([C:38]([F:51])([F:50])[F:37])(=[O:41])=[O:40])(=[O:41])=[O:40]. The catalyst is ClCCl. The product is [F:37][C:38]([F:51])([F:50])[S:39]([O:1][C:2]1[CH:7]=[CH:6][C:5]([C:8]2([C:16]3[CH:17]=[C:18]([C:22]4[CH:27]=[CH:26][CH:25]=[C:24]([O:28][CH3:29])[CH:23]=4)[CH:19]=[CH:20][CH:21]=3)[C:9](=[O:15])[N:10]([CH3:14])[C:11](=[S:13])[NH:12]2)=[CH:4][CH:3]=1)(=[O:41])=[O:40]. The yield is 0.510. (4) The product is [NH2:15][C:13]1[CH:12]=[CH:11][C:10]([F:18])=[C:9]([C@:3]2([CH2:19][F:20])[C:2]([F:21])([F:1])[CH2:7][O:6][C:5]([NH2:8])=[N:4]2)[CH:14]=1. The reactants are [F:1][C:2]1([F:21])[CH2:7][O:6][C:5]([NH2:8])=[N:4][C@:3]1([CH2:19][F:20])[C:9]1[CH:14]=[C:13]([N+:15]([O-])=O)[CH:12]=[CH:11][C:10]=1[F:18]. The catalyst is C(O)C.[Pd]. The yield is 1.00.